Predict the reactants needed to synthesize the given product. From a dataset of Full USPTO retrosynthesis dataset with 1.9M reactions from patents (1976-2016). (1) Given the product [C:24]1([C:2]2[CH:3]=[C:4]([N+:13]([O-:15])=[O:14])[CH:5]=[C:6]3[C:11]=2[NH:10][C:9](=[O:12])[CH:8]=[CH:7]3)[C:25]2[C:20](=[CH:19][CH:18]=[CH:17][CH:16]=2)[CH:21]=[CH:22][CH:23]=1, predict the reactants needed to synthesize it. The reactants are: Br[C:2]1[CH:3]=[C:4]([N+:13]([O-:15])=[O:14])[CH:5]=[C:6]2[C:11]=1[NH:10][C:9](=[O:12])[CH:8]=[CH:7]2.[C:16]1(B(O)O)[C:25]2[C:20](=[CH:21][CH:22]=[CH:23][CH:24]=2)[CH:19]=[CH:18][CH:17]=1.C([O-])([O-])=O.[K+].[K+]. (2) Given the product [C:29]([C:28]1[CH:27]=[CH:34][C:33]([OH:35])=[CH:32][C:31]=1[C:9]1[CH:18]=[C:17]2[C:12]([CH:13]=[C:14]([NH:19][C:20]([CH:22]3[CH2:23][CH2:24]3)=[O:21])[N:15]=[CH:16]2)=[CH:11][CH:10]=1)#[N:30], predict the reactants needed to synthesize it. The reactants are: CC1(C)C(C)(C)OB([C:9]2[CH:18]=[C:17]3[C:12]([CH:13]=[C:14]([NH:19][C:20]([CH:22]4[CH2:24][CH2:23]4)=[O:21])[N:15]=[CH:16]3)=[CH:11][CH:10]=2)O1.Cl[C:27]1[CH:34]=[C:33]([OH:35])[CH:32]=[CH:31][C:28]=1[C:29]#[N:30].C(=O)([O-])[O-].[Na+].[Na+]. (3) Given the product [O:28]1[C:7]2[CH:8]=[CH:9][C:4]([NH:3][C:2]3[C:11]4=[N:12][NH:13][CH:14]=[C:10]4[C:9]4[CH:8]=[CH:7][C:6]([O:24][CH3:25])=[CH:5][C:4]=4[N:3]=3)=[CH:5][C:6]=2[O:24][CH2:25][CH2:27]1, predict the reactants needed to synthesize it. The reactants are: Cl[C:2]1[C:11]2=[N:12][N:13](CC3C=CC(OC)=CC=3)[CH:14]=[C:10]2[C:9]2[CH:8]=[CH:7][C:6]([O:24][CH3:25])=[CH:5][C:4]=2[N:3]=1.Cl.[CH3:27][OH:28]. (4) Given the product [OH:24][NH:23][C:1](=[NH:2])[C:3]1[CH:4]=[C:5]2[C:9](=[CH:10][C:11]=1[O:12][CH3:13])[N:8]([CH2:14][CH2:15][CH2:16][C:17]([O:19][CH2:20][CH3:21])=[O:18])[N:7]=[CH:6]2, predict the reactants needed to synthesize it. The reactants are: [C:1]([C:3]1[CH:4]=[C:5]2[C:9](=[CH:10][C:11]=1[O:12][CH3:13])[N:8]([CH2:14][CH2:15][CH2:16][C:17]([O:19][CH2:20][CH3:21])=[O:18])[N:7]=[CH:6]2)#[N:2].Cl.[NH2:23][OH:24].C(=O)(O)[O-].[Na+]. (5) Given the product [C:32]1([CH2:38][C:39]#[C:40][C:2]2[CH:3]=[C:4]([C:8]3[N:9]=[N:10][N:11]([CH2:13][C:14]4[CH:22]=[CH:21][C:17]([C:18]([OH:20])=[O:19])=[CH:16][CH:15]=4)[N:12]=3)[CH:5]=[CH:6][CH:7]=2)[CH:37]=[CH:36][CH:35]=[CH:34][CH:33]=1, predict the reactants needed to synthesize it. The reactants are: I[C:2]1[CH:3]=[C:4]([C:8]2[N:9]=[N:10][N:11]([CH2:13][C:14]3[CH:22]=[CH:21][C:17]([C:18]([OH:20])=[O:19])=[CH:16][CH:15]=3)[N:12]=2)[CH:5]=[CH:6][CH:7]=1.C(N(C(C)C)CC)(C)C.[C:32]1([CH2:38][C:39]#[CH:40])[CH:37]=[CH:36][CH:35]=[CH:34][CH:33]=1. (6) Given the product [Br:1][C:2]1[C:10]2[C:5](=[N:6][CH:7]=[CH:8][C:9]=2[Cl:11])[N:4]([S:20]([C:14]2[CH:19]=[CH:18][CH:17]=[CH:16][CH:15]=2)(=[O:22])=[O:21])[CH:3]=1, predict the reactants needed to synthesize it. The reactants are: [Br:1][C:2]1[C:10]2[C:5](=[N:6][CH:7]=[CH:8][C:9]=2[Cl:11])[NH:4][CH:3]=1.[H-].[Na+].[C:14]1([S:20](Cl)(=[O:22])=[O:21])[CH:19]=[CH:18][CH:17]=[CH:16][CH:15]=1. (7) Given the product [CH3:1][O:2][C:3](=[O:14])[C:4]1[CH:9]=[CH:8][C:7]([N:15]2[CH2:21][CH2:20][CH2:19][CH:16]2[CH2:17][OH:18])=[CH:6][C:5]=1[N+:11]([O-:13])=[O:12], predict the reactants needed to synthesize it. The reactants are: [CH3:1][O:2][C:3](=[O:14])[C:4]1[CH:9]=[CH:8][C:7](Cl)=[CH:6][C:5]=1[N+:11]([O-:13])=[O:12].[NH:15]1[CH2:21][CH2:20][CH2:19][C@H:16]1[CH2:17][OH:18].CN1CCCC1=O.C(OCC)(=O)C.